This data is from Peptide-MHC class I binding affinity with 185,985 pairs from IEDB/IMGT. The task is: Regression. Given a peptide amino acid sequence and an MHC pseudo amino acid sequence, predict their binding affinity value. This is MHC class I binding data. (1) The peptide sequence is EEGAIVGEI. The MHC is H-2-Kk with pseudo-sequence H-2-Kk. The binding affinity (normalized) is 0.906. (2) The peptide sequence is RIGTAATKR. The MHC is HLA-A02:02 with pseudo-sequence HLA-A02:02. The binding affinity (normalized) is 0.